Predict the reactants needed to synthesize the given product. From a dataset of Full USPTO retrosynthesis dataset with 1.9M reactions from patents (1976-2016). (1) Given the product [CH:34]1([NH:38][C:11]([C:6]2[C:5]3[C:4]4([C:31]5[C:22](=[CH:23][C:24]6[O:29][CH2:28][CH2:27][O:26][C:25]=6[CH:30]=5)[O:21][CH2:20]4)[C:3](=[O:32])[N:2]([CH3:1])[C:10]=3[CH:9]=[CH:8][CH:7]=2)=[O:12])[CH2:37][CH2:36][CH2:35]1, predict the reactants needed to synthesize it. The reactants are: [CH3:1][N:2]1[C:10]2[CH:9]=[CH:8][CH:7]=[C:6]([C:11](OC3C=CC=CC=3)=[O:12])[C:5]=2[C:4]2([C:31]3[C:22](=[CH:23][C:24]4[O:29][CH2:28][CH2:27][O:26][C:25]=4[CH:30]=3)[O:21][CH2:20]2)[C:3]1=[O:32].Cl.[CH:34]1([NH2:38])[CH2:37][CH2:36][CH2:35]1.C(=O)([O-])[O-].[K+].[K+].CN(C)C=O. (2) The reactants are: [Cl:1][C:2]1[N:3]=[N:4][C:5](Cl)=[C:6]([C:15]2[CH:20]=[CH:19][C:18]([Cl:21])=[CH:17][CH:16]=2)[C:7]=1[C:8]1[CH:13]=[CH:12][C:11]([Cl:14])=[CH:10][CH:9]=1.[Si]([O:27][K])(C)(C)C. Given the product [Cl:1][C:2]1[N:3]=[N:4][C:5]([OH:27])=[C:6]([C:15]2[CH:20]=[CH:19][C:18]([Cl:21])=[CH:17][CH:16]=2)[C:7]=1[C:8]1[CH:13]=[CH:12][C:11]([Cl:14])=[CH:10][CH:9]=1, predict the reactants needed to synthesize it. (3) Given the product [C:14]([O:18][C:19]([N:21]1[CH2:22][CH:23]2[O:29][CH:27]([CH2:26][NH:25][CH2:24]2)[CH:28]1[CH2:2][CH2:3][O:4][C:5]1[CH:12]=[CH:11][C:8]([C:9]#[N:10])=[CH:7][C:6]=1[F:13])=[O:20])([CH3:17])([CH3:15])[CH3:16], predict the reactants needed to synthesize it. The reactants are: Br[CH2:2][CH2:3][O:4][C:5]1[CH:12]=[CH:11][C:8]([C:9]#[N:10])=[CH:7][C:6]=1[F:13].[C:14]([O:18][C:19]([N:21]1[CH2:28][CH:27]2[O:29][CH:23]([CH2:24][NH:25][CH2:26]2)[CH2:22]1)=[O:20])([CH3:17])([CH3:16])[CH3:15].C([O-])([O-])=O.[K+].[K+].